This data is from Peptide-MHC class I binding affinity with 185,985 pairs from IEDB/IMGT. The task is: Regression. Given a peptide amino acid sequence and an MHC pseudo amino acid sequence, predict their binding affinity value. This is MHC class I binding data. (1) The peptide sequence is AVLQSGFRK. The MHC is HLA-A31:01 with pseudo-sequence HLA-A31:01. The binding affinity (normalized) is 0.534. (2) The peptide sequence is RVRPKKEVL. The MHC is HLA-B58:01 with pseudo-sequence HLA-B58:01. The binding affinity (normalized) is 0.0847.